From a dataset of Catalyst prediction with 721,799 reactions and 888 catalyst types from USPTO. Predict which catalyst facilitates the given reaction. (1) Reactant: [CH3:1][C:2]1([CH3:27])[CH2:7][CH:6]([NH:8][C:9]2[N:14]=[C:13]([C:15]3[S:19][C:18]4[CH:20]=[C:21]([OH:24])[CH:22]=[CH:23][C:17]=4[CH:16]=3)[CH:12]=[CH:11][N:10]=2)[CH2:5][C:4]([CH3:26])([CH3:25])[NH:3]1.[C:28]1(P(C2C=CC=CC=2)C2C=CC=CC=2)C=CC=C[CH:29]=1.CCO.CCOC(/N=N/C(OCC)=O)=O. Product: [CH2:28]([O:24][C:21]1[CH:22]=[CH:23][C:17]2[CH:16]=[C:15]([C:13]3[CH:12]=[CH:11][N:10]=[C:9]([NH:8][CH:6]4[CH2:7][C:2]([CH3:27])([CH3:1])[NH:3][C:4]([CH3:26])([CH3:25])[CH2:5]4)[N:14]=3)[S:19][C:18]=2[CH:20]=1)[CH3:29]. The catalyst class is: 1. (2) Reactant: [CH3:1][O:2][C:3](=[O:15])[C:4]1[CH:9]=[CH:8][C:7](F)=[C:6]([S:11]([CH3:14])(=[O:13])=[O:12])[CH:5]=1.Cl.[CH3:17][NH:18][CH3:19].C(=O)([O-])[O-].[K+].[K+]. Product: [CH3:1][O:2][C:3](=[O:15])[C:4]1[CH:9]=[CH:8][C:7]([N:18]([CH3:19])[CH3:17])=[C:6]([S:11]([CH3:14])(=[O:13])=[O:12])[CH:5]=1. The catalyst class is: 16. (3) Reactant: [NH2:1][CH2:2][CH2:3][CH2:4][OH:5].FC(F)(F)C(O)=O.[C:13]([C:15]1[CH:16]=[C:17]([C:25]2[O:29][N:28]=[C:27]([C:30]3[CH:44]=[CH:43][C:33]4[CH2:34][CH2:35][N:36]([CH2:39][C:40]([OH:42])=O)[CH2:37][CH2:38][C:32]=4[CH:31]=3)[N:26]=2)[CH:18]=[CH:19][C:20]=1[O:21][CH:22]([CH3:24])[CH3:23])#[N:14].CCN(C(C)C)C(C)C.CN(C(ON1N=NC2C=CC=NC1=2)=[N+](C)C)C.F[P-](F)(F)(F)(F)F. Product: [C:13]([C:15]1[CH:16]=[C:17]([C:25]2[O:29][N:28]=[C:27]([C:30]3[CH:44]=[CH:43][C:33]4[CH2:34][CH2:35][N:36]([CH2:39][C:40]([NH:1][CH2:2][CH2:3][CH2:4][OH:5])=[O:42])[CH2:37][CH2:38][C:32]=4[CH:31]=3)[N:26]=2)[CH:18]=[CH:19][C:20]=1[O:21][CH:22]([CH3:23])[CH3:24])#[N:14]. The catalyst class is: 39. (4) Reactant: Cl.[O:2]1[C:6]2([CH2:11][CH2:10][CH:9]([CH:12]([NH2:15])[CH2:13][CH3:14])[CH2:8][CH2:7]2)[O:5][CH2:4][CH2:3]1.[CH3:16][N:17]([CH3:21])[C:18](Cl)=[O:19]. Product: [O:2]1[C:6]2([CH2:11][CH2:10][CH:9]([CH:12]([NH:15][C:18]([N:17]([CH3:21])[CH3:16])=[O:19])[CH2:13][CH3:14])[CH2:8][CH2:7]2)[O:5][CH2:4][CH2:3]1. The catalyst class is: 4. (5) Reactant: [Cl:1][C:2]1[C:3]([F:20])=[C:4]([C:13]2[N:18]=[CH:17][N:16]=[C:15]([OH:19])[CH:14]=2)[C:5]([N:8]2[CH:12]=[CH:11][N:10]=[N:9]2)=[CH:6][CH:7]=1.CN(C(ON1N=NC2C=CC=NC1=2)=[N+](C)C)C.F[P-](F)(F)(F)(F)F.C1CCN2C(=NCCC2)CC1.N[C@@H:57]1[C:73]2[CH:74]=[C:69]([CH:70]=[C:71]([F:75])[CH:72]=2)[C:68]2[N:67]([CH3:76])[N:66]=[CH:65][C:64]=2[NH:63][C:62](=[O:77])[C@H:61]([CH3:78])[CH2:60][CH2:59][CH2:58]1. Product: [Cl:1][C:2]1[C:3]([F:20])=[C:4]([C:13]2[N:18]=[CH:17][N:16]([C@@H:57]3[C:73]4[CH:74]=[C:69]([CH:70]=[C:71]([F:75])[CH:72]=4)[C:68]4[N:67]([CH3:76])[N:66]=[CH:65][C:64]=4[NH:63][C:62](=[O:77])[C@H:61]([CH3:78])[CH2:60][CH2:59][CH2:58]3)[C:15](=[O:19])[CH:14]=2)[C:5]([N:8]2[CH:12]=[CH:11][N:10]=[N:9]2)=[CH:6][CH:7]=1. The catalyst class is: 705. (6) Reactant: N1([C:6]([O:8][C:9]2[CH:14]=[CH:13][CH:12]=[CH:11][C:10]=2[O:15][CH:16]([CH3:18])[CH3:17])=[O:7])C=CN=C1.[OH:19][C@H:20]1[CH2:24][N:23]([C:25]([C:27]2[CH:32]=[CH:31][CH:30]=[CH:29][CH:28]=2)=[O:26])[C@@H:22]2[CH2:33][CH2:34][NH:35][C@H:21]12. Product: [C:25]([N:23]1[C@H:22]2[C@H:21]([N:35]([C:6]([O:8][C:9]3[CH:14]=[CH:13][CH:12]=[CH:11][C:10]=3[O:15][CH:16]([CH3:18])[CH3:17])=[O:7])[CH2:34][CH2:33]2)[C@@H:20]([OH:19])[CH2:24]1)(=[O:26])[C:27]1[CH:32]=[CH:31][CH:30]=[CH:29][CH:28]=1. The catalyst class is: 4. (7) Reactant: C[O:2][C:3](=[O:30])[C:4]1[CH:9]=[C:8]([Cl:10])[CH:7]=[CH:6][C:5]=1[O:11][CH2:12][CH2:13][CH2:14][N:15]1[CH2:21][CH2:20][CH2:19][O:18][CH:17]([CH2:22][C:23]2[CH:28]=[CH:27][C:26]([F:29])=[CH:25][CH:24]=2)[CH2:16]1.[Li+].[OH-]. Product: [Cl:10][C:8]1[CH:7]=[CH:6][C:5]([O:11][CH2:12][CH2:13][CH2:14][N:15]2[CH2:21][CH2:20][CH2:19][O:18][CH:17]([CH2:22][C:23]3[CH:24]=[CH:25][C:26]([F:29])=[CH:27][CH:28]=3)[CH2:16]2)=[C:4]([CH:9]=1)[C:3]([OH:30])=[O:2]. The catalyst class is: 20.